The task is: Predict the product of the given reaction.. This data is from Forward reaction prediction with 1.9M reactions from USPTO patents (1976-2016). (1) Given the reactants [NH2:1][C:2]1[CH:7]=[CH:6][CH:5]=[CH:4][C:3]=1[NH:8][C:9](=O)[C:10]1[CH:15]=[CH:14][C:13]([O:16][CH3:17])=[CH:12][CH:11]=1, predict the reaction product. The product is: [CH3:17][O:16][C:13]1[CH:14]=[CH:15][C:10]([C:9]2[NH:8][C:3]3[CH:4]=[CH:5][CH:6]=[CH:7][C:2]=3[N:1]=2)=[CH:11][CH:12]=1. (2) Given the reactants [C:1]1([CH2:7][C:8]#[CH:9])[CH:6]=[CH:5][CH:4]=[CH:3][CH:2]=1.C([Li])CCC.C([Cu])#N.[Li+].[Cl-].[N+:20](=[CH:22][C:23]([O:25][CH2:26][CH3:27])=[O:24])=[N-:21], predict the reaction product. The product is: [CH2:7]([C:8]1[CH:9]=[C:22]([C:23]([O:25][CH2:26][CH3:27])=[O:24])[NH:20][N:21]=1)[C:1]1[CH:6]=[CH:5][CH:4]=[CH:3][CH:2]=1. (3) The product is: [ClH:32].[ClH:32].[NH2:1][C:2]1[S:14][C:13]2[CH2:12][C@@H:11]3[C@H:6]([CH2:7][C@@H:8]([C:16]([N:18]([CH2:27][CH2:28][CH3:29])[C:19]([NH:21][CH2:22][CH2:23][N:24]([CH3:26])[CH3:25])=[O:20])=[O:17])[CH2:9][N:10]3[CH3:15])[CH2:5][C:4]=2[C:3]=1[C:30]#[N:31]. Given the reactants [NH2:1][C:2]1[S:14][C:13]2[CH2:12][C@@H:11]3[C@H:6]([CH2:7][C@@H:8]([C:16]([N:18]([CH2:27][CH2:28][CH3:29])[C:19]([NH:21][CH2:22][CH2:23][N:24]([CH3:26])[CH3:25])=[O:20])=[O:17])[CH2:9][N:10]3[CH3:15])[CH2:5][C:4]=2[C:3]=1[C:30]#[N:31].[ClH:32], predict the reaction product.